From a dataset of Peptide-MHC class II binding affinity with 134,281 pairs from IEDB. Regression. Given a peptide amino acid sequence and an MHC pseudo amino acid sequence, predict their binding affinity value. This is MHC class II binding data. (1) The peptide sequence is TPQPMELKYSWKTWG. The MHC is DRB1_1101 with pseudo-sequence DRB1_1101. The binding affinity (normalized) is 0.448. (2) The MHC is HLA-DPA10201-DPB11401 with pseudo-sequence HLA-DPA10201-DPB11401. The peptide sequence is GRSEFAYGSFVRTVS. The binding affinity (normalized) is 0.351.